Dataset: M1 muscarinic receptor antagonist screen with 61,756 compounds. Task: Binary Classification. Given a drug SMILES string, predict its activity (active/inactive) in a high-throughput screening assay against a specified biological target. (1) The drug is O=C1CC(Cc2[nH]c(c(c12)C)C(O)=O)c1ccccc1. The result is 0 (inactive). (2) The compound is S(=O)(=O)(N1CCCC1)c1ccc(cc1)c1oc(SCC(=O)Nc2cc(ccc2)C)nn1. The result is 0 (inactive). (3) The molecule is o1c2c(c3c1cccc3)cc(OC)c(NC(=O)COC(=O)Cn1c3c(nc1)cccc3)c2. The result is 0 (inactive). (4) The molecule is S(=O)(=O)(Nc1ccc(cc1)C(OC)=O)c1cc2oc(=O)n(c2cc1)C. The result is 0 (inactive). (5) The molecule is S(c1n(\c([nH]n1)=C1\c2c(N=C1)cccc2)C)Cc1oc(cc1)C(OC)=O. The result is 0 (inactive). (6) The molecule is O=C(N1CCN(CC1)c1ccccc1)C1CCC(CC1)Cn1c(=O)c2c([nH]c1=O)cccc2. The result is 0 (inactive). (7) The molecule is Clc1cc(N2C(=O)C(CC2=O)Cn2nc(cc2C)C)ccc1F. The result is 0 (inactive). (8) The drug is S(c1n(c(nn1)C1CCCCC1)C)CC(=O)Nc1cc(ccc1)C(OCC)=O. The result is 0 (inactive).